Task: Predict the reactants needed to synthesize the given product.. Dataset: Full USPTO retrosynthesis dataset with 1.9M reactions from patents (1976-2016) (1) Given the product [CH3:1][O:2][C:3]([C:4]1([CH3:17])[CH2:5][C:6]2[C:14]3[C:9](=[CH:10][CH:11]=[C:12]([O:15][CH3:16])[CH:13]=3)[NH:8][C:7]=2[CH:24]([C:23]2[CH:26]=[CH:27][CH:28]=[C:21]([OH:20])[CH:22]=2)[NH:18]1)=[O:19], predict the reactants needed to synthesize it. The reactants are: [CH3:1][O:2][C:3](=[O:19])[C:4]([NH2:18])([CH3:17])[CH2:5][C:6]1[C:14]2[C:9](=[CH:10][CH:11]=[C:12]([O:15][CH3:16])[CH:13]=2)[NH:8][CH:7]=1.[OH:20][C:21]1[CH:22]=[C:23]([CH:26]=[CH:27][CH:28]=1)[CH:24]=O.ClCCl. (2) The reactants are: [F:1][C:2]1[CH:7]=[CH:6][C:5]([C@@:8]([C:27]2[CH:32]=[C:31]([O:33][C:34]([F:39])([F:38])[CH:35]([F:37])[F:36])[CH:30]=[C:29]([F:40])[CH:28]=2)([NH:16][C:17]2[S:18][C:19]([CH3:26])=[C:20]([C:22]([F:25])([F:24])[F:23])[N:21]=2)[CH2:9][C:10]2[CH:15]=[CH:14][CH:13]=[CH:12][CH:11]=2)=[CH:4][C:3]=1[OH:41].C([O-])([O-])=O.[K+].[K+].I[CH:49]([CH3:51])[CH3:50]. Given the product [F:1][C:2]1[CH:7]=[CH:6][C:5]([C@:8]([NH:16][C:17]2[S:18][C:19]([CH3:26])=[C:20]([C:22]([F:23])([F:25])[F:24])[N:21]=2)([C:27]2[CH:32]=[C:31]([O:33][C:34]([F:38])([F:39])[CH:35]([F:37])[F:36])[CH:30]=[C:29]([F:40])[CH:28]=2)[CH2:9][C:10]2[CH:11]=[CH:12][CH:13]=[CH:14][CH:15]=2)=[CH:4][C:3]=1[O:41][CH:49]([CH3:51])[CH3:50], predict the reactants needed to synthesize it. (3) Given the product [Cl:1][C:2]1[CH:3]=[C:4]2[C:9](=[CH:10][CH:11]=1)[N:8]=[C:7]([C:12]1[S:13][CH:14]=[CH:15][CH:16]=1)[CH:6]=[C:5]2[C:17]([NH:55][C:57]1[O:61][C:30]([C:31]2[O:53][CH:34]=[CH:33][CH:32]=2)=[N:35][N:36]=1)=[O:19], predict the reactants needed to synthesize it. The reactants are: [Cl:1][C:2]1[CH:3]=[C:4]2[C:9](=[CH:10][CH:11]=1)[N:8]=[C:7]([C:12]1[S:13][CH:14]=[CH:15][CH:16]=1)[CH:6]=[C:5]2[C:17]([OH:19])=O.CN(C(ON1[N:36]=[N:35][C:30]2[CH:31]=[CH:32][CH:33]=[CH:34]C1=2)=[N+](C)C)C.F[P-](F)(F)(F)(F)F.C1C=CC2N([OH:53])N=NC=2C=1.C[N:55]([C:57]([O:61]N1N=NC2C=CC=NC1=2)=[N+](C)C)C.F[P-](F)(F)(F)(F)F.C1C=NC2N(O)N=NC=2C=1.